The task is: Regression/Classification. Given a drug SMILES string, predict its toxicity properties. Task type varies by dataset: regression for continuous values (e.g., LD50, hERG inhibition percentage) or binary classification for toxic/non-toxic outcomes (e.g., AMES mutagenicity, cardiotoxicity, hepatotoxicity). Dataset: ld50_zhu.. This data is from Acute oral toxicity (LD50) regression data from Zhu et al.. (1) The compound is CCOP(=S)(OCC)SC(CC(=O)OCSC)C(=O)OCSC. The rat oral LD50 is 5.06, given as -log10 of the dose in mol/kg body weight (higher means more acutely toxic). (2) The drug is O=C1C(Cl)=C(NC(=O)C(Cl)Cl)C(=O)c2ccccc21. The rat oral LD50 is 1.44, given as -log10 of the dose in mol/kg body weight (higher means more acutely toxic). (3) The compound is Cn1c(=O)sc2cccc(Cl)c21. The rat oral LD50 is 2.01, given as -log10 of the dose in mol/kg body weight (higher means more acutely toxic).